This data is from hERG potassium channel inhibition data for cardiac toxicity prediction from Karim et al.. The task is: Regression/Classification. Given a drug SMILES string, predict its toxicity properties. Task type varies by dataset: regression for continuous values (e.g., LD50, hERG inhibition percentage) or binary classification for toxic/non-toxic outcomes (e.g., AMES mutagenicity, cardiotoxicity, hepatotoxicity). Dataset: herg_karim. The drug is Cc1cccc(C)c1NC(=O)CC12CCC[NH+]1CCC2. The result is 0 (non-blocker).